From a dataset of Forward reaction prediction with 1.9M reactions from USPTO patents (1976-2016). Predict the product of the given reaction. (1) The product is: [Cl:18][C:19]1[CH:20]=[CH:21][C:22]([CH2:25][CH:1]2[CH2:2][CH2:3][CH2:4][S:5]2=[O:6])=[CH:23][N:24]=1. Given the reactants [CH2:1]1[S:5](=[O:6])[CH2:4][CH2:3][CH2:2]1.[Li]CCCC.CCCCCC.[Cl:18][C:19]1[N:24]=[CH:23][C:22]([CH2:25]Cl)=[CH:21][CH:20]=1.FC(F)(F)C(O)=O, predict the reaction product. (2) Given the reactants [CH3:1][O:2][C:3]1[CH:8]=[CH:7][C:6]([CH2:9][CH2:10][NH2:11])=[CH:5][CH:4]=1.[CH3:12][O:13][C:14]1[CH:19]=[CH:18][C:17]([S:20](Cl)(=[O:22])=[O:21])=[CH:16][C:15]=1[N+:24]([O-:26])=[O:25], predict the reaction product. The product is: [CH3:12][O:13][C:14]1[CH:19]=[CH:18][C:17]([S:20]([NH:11][CH2:10][CH2:9][C:6]2[CH:7]=[CH:8][C:3]([O:2][CH3:1])=[CH:4][CH:5]=2)(=[O:21])=[O:22])=[CH:16][C:15]=1[N+:24]([O-:26])=[O:25]. (3) Given the reactants C(N(CC)CC)C.[CH:8]([C:10]1[C:18]2[C:13](=[CH:14][CH:15]=[CH:16][CH:17]=2)[N:12](C(OC(C)(C)C)=O)[CH:11]=1)=[O:9].[CH3:26][O:27][C:28]1[CH:29]=[C:30]([CH:41]=[CH:42][CH:43]=1)[N:31]=[CH:32][C:33]1[CH:38]=[N:37][C:36]([O:39][CH3:40])=[CH:35][N:34]=1, predict the reaction product. The product is: [NH:12]1[C:13]2[C:18](=[CH:17][CH:16]=[CH:15][CH:14]=2)[C:10]([C:8](=[O:9])[CH:32]([NH:31][C:30]2[CH:41]=[CH:42][CH:43]=[C:28]([O:27][CH3:26])[CH:29]=2)[C:33]2[CH:38]=[N:37][C:36]([O:39][CH3:40])=[CH:35][N:34]=2)=[CH:11]1. (4) Given the reactants [C:1]1([CH:7]([C:27]2[CH:32]=[CH:31][CH:30]=[CH:29][CH:28]=2)[CH2:8][NH:9][C:10]2[N:18]=[C:17]([C:19]#N)[N:16]=[C:15]3[C:11]=2[N:12]=[CH:13][N:14]3[CH:21]2[CH2:26][CH2:25][CH2:24][CH2:23][O:22]2)[CH:6]=[CH:5][CH:4]=[CH:3][CH:2]=1.[CH3:33][O-:34].[Na+].C[OH:37], predict the reaction product. The product is: [C:27]1([CH:7]([C:1]2[CH:2]=[CH:3][CH:4]=[CH:5][CH:6]=2)[CH2:8][NH:9][C:10]2[N:18]=[C:17]([C:19]([O:34][CH3:33])=[O:37])[N:16]=[C:15]3[C:11]=2[N:12]=[CH:13][N:14]3[CH:21]2[CH2:26][CH2:25][CH2:24][CH2:23][O:22]2)[CH:28]=[CH:29][CH:30]=[CH:31][CH:32]=1. (5) Given the reactants [CH3:1][O:2][C:3]1[C:8]2[O:9][C:10]3[CH:15]=[CH:14][CH:13]=[CH:12][C:11]=3[C:7]=2[CH:6]=[CH:5][CH:4]=1.O.[NH2:17]N, predict the reaction product. The product is: [NH2:17][C:6]1[C:7]2[C:11]3[CH:12]=[CH:13][CH:14]=[CH:15][C:10]=3[O:9][C:8]=2[C:3]([O:2][CH3:1])=[CH:4][CH:5]=1. (6) Given the reactants CS(O[CH2:6][CH2:7][C:8]1[CH:13]=[CH:12][C:11]([NH:14][C:15]2[N:24]=[CH:23][C:22]3[CH2:21][C@@H:20]([C:25]4[CH:30]=[CH:29][C:28]([Cl:31])=[CH:27][CH:26]=4)[C:19]4[CH:32]=[CH:33][CH:34]=[CH:35][C:18]=4[C:17]=3[N:16]=2)=[CH:10][CH:9]=1)(=O)=O.[NH:36]1[CH2:41][CH2:40][CH2:39][CH2:38][CH2:37]1, predict the reaction product. The product is: [ClH:31].[Cl:31][C:28]1[CH:27]=[CH:26][C:25]([C@H:20]2[C:19]3[CH:32]=[CH:33][CH:34]=[CH:35][C:18]=3[C:17]3[N:16]=[C:15]([NH:14][C:11]4[CH:12]=[CH:13][C:8]([CH2:7][CH2:6][N:36]5[CH2:41][CH2:40][CH2:39][CH2:38][CH2:37]5)=[CH:9][CH:10]=4)[N:24]=[CH:23][C:22]=3[CH2:21]2)=[CH:30][CH:29]=1. (7) Given the reactants [ClH:1].[P:2]([O:14][CH2:15][C@@H:16]1[CH2:20][CH2:19][CH2:18][N:17]1[CH2:21][CH2:22][CH2:23][O:24][C:25]1[CH:34]=[C:33]2[C:28]([C:29]([NH:35][C:36]3[S:37][C:38]([CH2:41][C:42]([NH:44][C:45]4[CH:50]=[CH:49][CH:48]=[C:47]([F:51])[CH:46]=4)=[O:43])=[CH:39][N:40]=3)=[N:30][CH:31]=[N:32]2)=[CH:27][C:26]=1[O:52][CH3:53])([O:9]C(C)(C)C)([O:4]C(C)(C)C)=[O:3], predict the reaction product. The product is: [ClH:1].[ClH:1].[P:2]([OH:4])([OH:9])([O:14][CH2:15][C@@H:16]1[CH2:20][CH2:19][CH2:18][N:17]1[CH2:21][CH2:22][CH2:23][O:24][C:25]1[CH:34]=[C:33]2[C:28]([C:29]([NH:35][C:36]3[S:37][C:38]([CH2:41][C:42]([NH:44][C:45]4[CH:50]=[CH:49][CH:48]=[C:47]([F:51])[CH:46]=4)=[O:43])=[CH:39][N:40]=3)=[N:30][CH:31]=[N:32]2)=[CH:27][C:26]=1[O:52][CH3:53])=[O:3]. (8) Given the reactants [C:1]([CH2:3][C:4]1([N:17]2[CH:21]=[C:20]([C:22]([O:24]C)=[O:23])[C:19]([NH:26][C:27]3[CH:32]=[CH:31][CH:30]=[CH:29][CH:28]=3)=[N:18]2)[CH2:9][CH2:8][N:7]([C:10]([O:12][C:13]([CH3:16])([CH3:15])[CH3:14])=[O:11])[CH2:6][CH2:5]1)#[N:2].CO.[OH-].[Na+].Cl, predict the reaction product. The product is: [C:13]([O:12][C:10]([N:7]1[CH2:6][CH2:5][C:4]([N:17]2[CH:21]=[C:20]([C:22]([OH:24])=[O:23])[C:19]([NH:26][C:27]3[CH:32]=[CH:31][CH:30]=[CH:29][CH:28]=3)=[N:18]2)([CH2:3][C:1]#[N:2])[CH2:9][CH2:8]1)=[O:11])([CH3:16])([CH3:14])[CH3:15].